Dataset: HIV replication inhibition screening data with 41,000+ compounds from the AIDS Antiviral Screen. Task: Binary Classification. Given a drug SMILES string, predict its activity (active/inactive) in a high-throughput screening assay against a specified biological target. The result is 0 (inactive). The molecule is O=S1(=O)Oc2cccc3cccc1c23.